From a dataset of NCI-60 drug combinations with 297,098 pairs across 59 cell lines. Regression. Given two drug SMILES strings and cell line genomic features, predict the synergy score measuring deviation from expected non-interaction effect. (1) Drug 1: C(CN)CNCCSP(=O)(O)O. Drug 2: COCCOC1=C(C=C2C(=C1)C(=NC=N2)NC3=CC=CC(=C3)C#C)OCCOC.Cl. Cell line: CCRF-CEM. Synergy scores: CSS=-3.26, Synergy_ZIP=-1.20, Synergy_Bliss=-5.66, Synergy_Loewe=-8.98, Synergy_HSA=-7.14. (2) Drug 1: CC1C(C(=O)NC(C(=O)N2CCCC2C(=O)N(CC(=O)N(C(C(=O)O1)C(C)C)C)C)C(C)C)NC(=O)C3=C4C(=C(C=C3)C)OC5=C(C(=O)C(=C(C5=N4)C(=O)NC6C(OC(=O)C(N(C(=O)CN(C(=O)C7CCCN7C(=O)C(NC6=O)C(C)C)C)C)C(C)C)C)N)C. Drug 2: C1C(C(OC1N2C=C(C(=O)NC2=O)F)CO)O. Cell line: COLO 205. Synergy scores: CSS=38.8, Synergy_ZIP=-3.95, Synergy_Bliss=-2.90, Synergy_Loewe=-3.82, Synergy_HSA=-1.96. (3) Drug 1: C1=NC2=C(N=C(N=C2N1C3C(C(C(O3)CO)O)O)F)N. Drug 2: CC1CCC2CC(C(=CC=CC=CC(CC(C(=O)C(C(C(=CC(C(=O)CC(OC(=O)C3CCCCN3C(=O)C(=O)C1(O2)O)C(C)CC4CCC(C(C4)OC)O)C)C)O)OC)C)C)C)OC. Cell line: HCC-2998. Synergy scores: CSS=23.1, Synergy_ZIP=-4.45, Synergy_Bliss=1.57, Synergy_Loewe=-3.14, Synergy_HSA=-3.76. (4) Synergy scores: CSS=24.6, Synergy_ZIP=0.599, Synergy_Bliss=1.30, Synergy_Loewe=-1.19, Synergy_HSA=0.649. Cell line: BT-549. Drug 1: CC1C(C(CC(O1)OC2CC(OC(C2O)C)OC3=CC4=CC5=C(C(=O)C(C(C5)C(C(=O)C(C(C)O)O)OC)OC6CC(C(C(O6)C)O)OC7CC(C(C(O7)C)O)OC8CC(C(C(O8)C)O)(C)O)C(=C4C(=C3C)O)O)O)O. Drug 2: C#CCC(CC1=CN=C2C(=N1)C(=NC(=N2)N)N)C3=CC=C(C=C3)C(=O)NC(CCC(=O)O)C(=O)O. (5) Drug 1: CCC1=C2CN3C(=CC4=C(C3=O)COC(=O)C4(CC)O)C2=NC5=C1C=C(C=C5)O. Drug 2: CN1C2=C(C=C(C=C2)N(CCCl)CCCl)N=C1CCCC(=O)O.Cl. Cell line: NCI-H522. Synergy scores: CSS=20.4, Synergy_ZIP=-1.57, Synergy_Bliss=3.24, Synergy_Loewe=-4.98, Synergy_HSA=2.51.